This data is from Reaction yield outcomes from USPTO patents with 853,638 reactions. The task is: Predict the reaction yield, written as a fraction of the theoretical maximum amount of product (1.0 means a 100% yield; for example, 0.34 means a 34% yield). (1) The reactants are [F:1][C:2]1[CH:3]=[CH:4][C:5]2[N:6]([C:8]([N:11]3[CH2:16][CH2:15][CH2:14][C@@H:13]([CH2:17][OH:18])[CH2:12]3)=[N:9][N:10]=2)[CH:7]=1.CCN(CC)CC.FC(F)(F)S(O[Si:32]([CH:39]([CH3:41])[CH3:40])([CH:36]([CH3:38])[CH3:37])[CH:33]([CH3:35])[CH3:34])(=O)=O.O. The catalyst is C(Cl)Cl.CO. The product is [F:1][C:2]1[CH:3]=[CH:4][C:5]2[N:6]([C:8]([N:11]3[CH2:16][CH2:15][CH2:14][C@@H:13]([CH2:17][O:18][Si:32]([CH:39]([CH3:41])[CH3:40])([CH:36]([CH3:38])[CH3:37])[CH:33]([CH3:35])[CH3:34])[CH2:12]3)=[N:9][N:10]=2)[CH:7]=1. The yield is 0.880. (2) The reactants are [C:1]([C:3]([C:6]1[CH:7]=[C:8]([CH:31]=[CH:32][CH:33]=1)[C:9]([NH:11][C:12]1[CH:17]=[CH:16][C:15]([CH3:18])=[C:14]([N:19]2[C:28](=[O:29])[C:27]3[C:22](=[C:23]([OH:30])[CH:24]=[CH:25][CH:26]=3)[N:21]=[CH:20]2)[CH:13]=1)=[O:10])([CH3:5])[CH3:4])#[N:2].Cl.[CH2:35]([N:37]([CH2:41][CH3:42])[CH2:38][CH2:39]Cl)[CH3:36].C(=O)([O-])[O-].[K+].[K+].[I-].[Na+]. The catalyst is CC(C)=O. The product is [C:1]([C:3]([CH3:4])([CH3:5])[C:6]1[CH:7]=[C:8]([CH:31]=[CH:32][CH:33]=1)[C:9]([NH:11][C:12]1[CH:17]=[CH:16][C:15]([CH3:18])=[C:14]([N:19]2[C:28](=[O:29])[C:27]3[C:22](=[C:23]([O:30][CH2:36][CH2:35][N:37]([CH2:41][CH3:42])[CH2:38][CH3:39])[CH:24]=[CH:25][CH:26]=3)[N:21]=[CH:20]2)[CH:13]=1)=[O:10])#[N:2]. The yield is 0.553.